The task is: Predict the product of the given reaction.. This data is from Forward reaction prediction with 1.9M reactions from USPTO patents (1976-2016). (1) Given the reactants [Cl:1][C:2]1[CH:16]=[CH:15][CH:14]=[CH:13][C:3]=1[O:4][C:5]1[CH:6]=[C:7]([CH:10]=[CH:11][CH:12]=1)[C:8]#[N:9].C1COCC1.[H-].[Al+3].[Li+].[H-].[H-].[H-].[OH-].[Na+], predict the reaction product. The product is: [Cl:1][C:2]1[CH:16]=[CH:15][CH:14]=[CH:13][C:3]=1[O:4][C:5]1[CH:6]=[C:7]([CH:10]=[CH:11][CH:12]=1)[CH2:8][NH2:9]. (2) Given the reactants [Cl-].[C:2]([C:4]1[CH:5]=[C:6]([CH2:11][CH2:12][C:13]2([OH:19])[CH2:18][CH2:17][NH2+:16][CH2:15][CH2:14]2)[CH:7]=[CH:8][C:9]=1[F:10])#[N:3].[N:20]1([C:25]2[CH:26]=[C:27]3[C:31](=[CH:32][CH:33]=2)[CH:30]([C:34](O)=[O:35])[CH2:29][CH2:28]3)[CH:24]=[N:23][N:22]=[N:21]1, predict the reaction product. The product is: [F:10][C:9]1[CH:8]=[CH:7][C:6]([CH2:11][CH2:12][C:13]2([OH:19])[CH2:18][CH2:17][N:16]([C:34]([CH:30]3[C:31]4[C:27](=[CH:26][C:25]([N:20]5[CH:24]=[N:23][N:22]=[N:21]5)=[CH:33][CH:32]=4)[CH2:28][CH2:29]3)=[O:35])[CH2:15][CH2:14]2)=[CH:5][C:4]=1[C:2]#[N:3]. (3) Given the reactants F[C:2]1[CH:9]=[CH:8][CH:7]=[CH:6][C:3]=1[CH:4]=[O:5].C(=O)([O-])[O-].[K+].[K+].[NH:16]1[CH2:21][CH2:20][CH2:19][CH:18]([CH2:22][OH:23])[CH2:17]1.O, predict the reaction product. The product is: [OH:23][CH2:22][CH:18]1[CH2:19][CH2:20][CH2:21][N:16]([C:2]2[CH:9]=[CH:8][CH:7]=[CH:6][C:3]=2[CH:4]=[O:5])[CH2:17]1. (4) Given the reactants Cl[C:2]1[CH:11]=[CH:10][N:9]=[C:8]2[C:3]=1[C:4]1[CH:16]=[CH:15][CH:14]=[C:13]([OH:17])[C:5]=1[C:6](=[O:12])[NH:7]2.[NH2:18][C:19]1[CH:24]=[CH:23][C:22]([NH:25][C:26](=[O:33])[C:27]2[CH:32]=[CH:31][CH:30]=[CH:29][CH:28]=2)=[CH:21][CH:20]=1, predict the reaction product. The product is: [OH:17][C:13]1[C:5]2[C:6](=[O:12])[NH:7][C:8]3[C:3]([C:4]=2[CH:16]=[CH:15][CH:14]=1)=[C:2]([NH:18][C:19]1[CH:24]=[CH:23][C:22]([NH:25][C:26](=[O:33])[C:27]2[CH:32]=[CH:31][CH:30]=[CH:29][CH:28]=2)=[CH:21][CH:20]=1)[CH:11]=[CH:10][N:9]=3. (5) Given the reactants [C:1]([O:5][C:6]([NH:8][C@@:9]([C:29](OC)=[O:30])([CH2:26][CH:27]=O)[CH2:10][CH:11]1[CH2:16][CH2:15][N:14]([C:17]([O:19][CH2:20][CH2:21][Si:22]([CH3:25])([CH3:24])[CH3:23])=[O:18])[CH2:13][CH2:12]1)=[O:7])([CH3:4])([CH3:3])[CH3:2].[NH2:33][C@H:34]([C:37]([OH:39])=[O:38])[CH2:35][SH:36], predict the reaction product. The product is: [C:1]([O:5][C:6]([NH:8][C@@:9]1([CH2:10][CH:11]2[CH2:12][CH2:13][N:14]([C:17]([O:19][CH2:20][CH2:21][Si:22]([CH3:23])([CH3:25])[CH3:24])=[O:18])[CH2:15][CH2:16]2)[C:29](=[O:30])[N:33]2[C@@H:27]([S:36][CH2:35][C@H:34]2[C:37]([OH:39])=[O:38])[CH2:26]1)=[O:7])([CH3:4])([CH3:3])[CH3:2]. (6) Given the reactants [CH2:1]([O:3][C:4]1[CH:13]=[C:12](I)[CH:11]=[CH:10][C:5]=1[C:6]([O:8][CH3:9])=[O:7])[CH3:2].[F:15][C:16]1[CH:21]=[CH:20][CH:19]=[CH:18][C:17]=1B(O)O, predict the reaction product. The product is: [CH2:1]([O:3][C:4]1[CH:13]=[C:12]([C:17]2[CH:18]=[CH:19][CH:20]=[CH:21][C:16]=2[F:15])[CH:11]=[CH:10][C:5]=1[C:6]([O:8][CH3:9])=[O:7])[CH3:2]. (7) Given the reactants [NH2:1][C:2]1[CH:9]=[CH:8][C:5]([C:6]#[N:7])=[CH:4][C:3]=1Cl.[C:11]([S-:16])(=[S:15])OCC.[K+].Cl, predict the reaction product. The product is: [SH:16][C:11]1[S:15][C:3]2[CH:4]=[C:5]([C:6]#[N:7])[CH:8]=[CH:9][C:2]=2[N:1]=1. (8) Given the reactants [C:1]([C:3]1[C:4]([NH2:10])=[N:5][C:6]([NH2:9])=[CH:7][CH:8]=1)#[CH:2].[CH2:11]([O:18][C:19]1[CH:24]=[CH:23][C:22]([CH2:25]Cl)=[CH:21][CH:20]=1)[C:12]1[CH:17]=[CH:16][CH:15]=[CH:14][CH:13]=1.[N-:27]=[N+:28]=[N-:29].[Na+].C(=O)(O)[O-].[Na+], predict the reaction product. The product is: [CH2:11]([O:18][C:19]1[CH:24]=[CH:23][C:22]([CH2:25][N:27]2[CH:2]=[C:1]([C:3]3[C:4]([NH2:10])=[N:5][C:6]([NH2:9])=[CH:7][CH:8]=3)[N:29]=[N:28]2)=[CH:21][CH:20]=1)[C:12]1[CH:17]=[CH:16][CH:15]=[CH:14][CH:13]=1. (9) Given the reactants BrC1C=C(Br)C=C(Br)C=1.C(C1C=C(B(O)O)C=CC=1)=C.C[N:22]1[C:34]2[CH:33]=[CH:32][C:31](B3OC(C)(C)C(C)(C)O3)=[CH:30][C:29]=2[C:28]2[C:23]1=[CH:24][CH:25]=[CH:26][CH:27]=2.C(N1C2C=CC(B3OC(C)(C)C(C)(C)O3)=CC=2C2C1=CC=CC=2)C1C=CC=CC=1.[O-]P([O-])([O-])=O.[K+].[K+].[K+], predict the reaction product. The product is: [CH:24]1[C:23]2[NH:22][C:34]3[C:29](=[CH:30][CH:31]=[CH:32][CH:33]=3)[C:28]=2[CH:27]=[CH:26][CH:25]=1. (10) Given the reactants [CH3:1][O:2][C:3]([C:5]1[S:9][C:8]2[CH:10]=[C:11]([N+:14]([O-])=O)[CH:12]=[CH:13][C:7]=2[CH:6]=1)=[O:4], predict the reaction product. The product is: [CH3:1][O:2][C:3]([C:5]1[S:9][C:8]2[CH:10]=[C:11]([NH2:14])[CH:12]=[CH:13][C:7]=2[CH:6]=1)=[O:4].